Dataset: Forward reaction prediction with 1.9M reactions from USPTO patents (1976-2016). Task: Predict the product of the given reaction. (1) The product is: [CH3:42][O:41][C:36]1[CH:37]=[CH:38][CH:39]=[CH:40][C:35]=1[CH2:34][O:33][CH2:32][CH2:31][CH2:30][O:29][C:26]1[CH:27]=[CH:28][C:23]([C@H:22]2[CH2:21][CH2:20][N:19]([C:43]([O:45][C:46]([CH3:49])([CH3:47])[CH3:48])=[O:44])[CH2:18][C@@H:17]2[O:16][CH2:15][C:14]2[CH:50]=[CH:51][C:52]3[O:53][C:2](=[O:3])[NH:11][C:12]=3[CH:13]=2)=[CH:24][CH:25]=1. Given the reactants Cl[C:2](OC1C=CC=CC=1)=[O:3].[NH2:11][C:12]1[CH:13]=[C:14]([CH:50]=[CH:51][C:52]=1[OH:53])[CH2:15][O:16][CH:17]1[CH:22]([C:23]2[CH:28]=[CH:27][C:26]([O:29][CH2:30][CH2:31][CH2:32][O:33][CH2:34][C:35]3[CH:40]=[CH:39][CH:38]=[CH:37][C:36]=3[O:41][CH3:42])=[CH:25][CH:24]=2)[CH2:21][CH2:20][N:19]([C:43]([O:45][C:46]([CH3:49])([CH3:48])[CH3:47])=[O:44])[CH2:18]1.C(=O)([O-])O.[Na+].[OH-].[Na+].Cl, predict the reaction product. (2) Given the reactants [S:1]1[CH2:5][CH2:4][CH2:3][CH2:2]1.[Br:6][CH2:7][C:8](=[O:13])[C:9]([CH3:12])([CH3:11])[CH3:10].C(OCC)(=O)C, predict the reaction product. The product is: [Br-:6].[O:13]=[C:8]([C:9]([CH3:12])([CH3:11])[CH3:10])[CH2:7][S+:1]1[CH2:5][CH2:4][CH2:3][CH2:2]1. (3) Given the reactants Br[C:2]1[C:3]([C:18]#[N:19])=[CH:4][C:5]([N:8]2[CH:12]=[C:11]([C:13]([O:15][CH2:16][CH3:17])=[O:14])[CH:10]=[N:9]2)=[N:6][CH:7]=1.[CH3:20][S:21]([C:24]1[CH:25]=[C:26](B(O)O)[CH:27]=[CH:28][CH:29]=1)(=[O:23])=[O:22].P([O-])([O-])([O-])=O.[K+].[K+].[K+].O1CCOCC1.O, predict the reaction product. The product is: [C:18]([C:3]1[C:2]([C:28]2[CH:27]=[CH:26][CH:25]=[C:24]([S:21]([CH3:20])(=[O:23])=[O:22])[CH:29]=2)=[CH:7][N:6]=[C:5]([N:8]2[CH:12]=[C:11]([C:13]([O:15][CH2:16][CH3:17])=[O:14])[CH:10]=[N:9]2)[CH:4]=1)#[N:19]. (4) Given the reactants Br[C:2]1[CH:3]=[C:4]([C:7]([N:9]2[CH2:14][CH2:13][N:12]([C:15]([O:17][C:18]([CH3:21])([CH3:20])[CH3:19])=[O:16])[CH2:11][CH2:10]2)=[O:8])[NH:5][CH:6]=1.[Cl:22][C:23]1[CH:28]=[C:27]([Cl:29])[CH:26]=[CH:25][C:24]=1B(O)O.C([O-])([O-])=O.[Na+].[Na+], predict the reaction product. The product is: [Cl:22][C:23]1[CH:28]=[C:27]([Cl:29])[CH:26]=[CH:25][C:24]=1[C:2]1[CH:3]=[C:4]([C:7]([N:9]2[CH2:14][CH2:13][N:12]([C:15]([O:17][C:18]([CH3:21])([CH3:20])[CH3:19])=[O:16])[CH2:11][CH2:10]2)=[O:8])[NH:5][CH:6]=1.